Dataset: Reaction yield outcomes from USPTO patents with 853,638 reactions. Task: Predict the reaction yield, written as a fraction of the theoretical maximum amount of product (1.0 means a 100% yield; for example, 0.34 means a 34% yield). The reactants are [Cl:1][C:2]1[C:7]([NH2:8])=[C:6]([NH:9][CH3:10])[CH:5]=[CH:4][N:3]=1.O.C(O[C:16](=O)[CH3:17])(=O)C. No catalyst specified. The product is [Cl:1][C:2]1[C:7]2[N:8]=[C:16]([CH3:17])[N:9]([CH3:10])[C:6]=2[CH:5]=[CH:4][N:3]=1. The yield is 0.800.